From a dataset of Full USPTO retrosynthesis dataset with 1.9M reactions from patents (1976-2016). Predict the reactants needed to synthesize the given product. (1) Given the product [CH2:1]([C@H:8]1[CH2:12][O:11][C:10]([CH3:14])([CH3:13])[N:9]1[C:15](=[O:35])[CH:16]([C:18]1[CH:22]=[CH:21][N:20]([C:23]2[CH:24]=[CH:25][C:26]([C:29]3[CH:30]=[CH:31][CH:32]=[CH:33][CH:34]=3)=[CH:27][CH:28]=2)[CH:19]=1)[OH:17])[C:2]1[CH:7]=[CH:6][CH:5]=[CH:4][CH:3]=1, predict the reactants needed to synthesize it. The reactants are: [CH2:1]([C@H:8]1[CH2:12][O:11][C:10]([CH3:14])([CH3:13])[N:9]1[C:15](=[O:35])[C:16]([C:18]1[CH:22]=[CH:21][N:20]([C:23]2[CH:28]=[CH:27][C:26]([C:29]3[CH:34]=[CH:33][CH:32]=[CH:31][CH:30]=3)=[CH:25][CH:24]=2)[CH:19]=1)=[O:17])[C:2]1[CH:7]=[CH:6][CH:5]=[CH:4][CH:3]=1.[BH4-].[Na+]. (2) Given the product [Cl:1][C:2]1[CH:3]=[C:4]([C:9]2([C:24]([F:27])([F:25])[F:26])[O:13][N:12]=[C:11]([C:14]3[CH:22]=[CH:21][C:17]([C:18]([NH:28][CH2:29][C:30]4[CH:31]=[CH:32][C:33]5[CH2:37][O:36][B:35]([OH:38])[C:34]=5[CH:39]=4)=[O:19])=[C:16]([CH3:23])[CH:15]=3)[CH2:10]2)[CH:5]=[C:6]([Cl:8])[CH:7]=1, predict the reactants needed to synthesize it. The reactants are: [Cl:1][C:2]1[CH:3]=[C:4]([C:9]2([C:24]([F:27])([F:26])[F:25])[O:13][N:12]=[C:11]([C:14]3[CH:22]=[CH:21][C:17]([C:18](O)=[O:19])=[C:16]([CH3:23])[CH:15]=3)[CH2:10]2)[CH:5]=[C:6]([Cl:8])[CH:7]=1.[NH2:28][CH2:29][C:30]1[CH:31]=[CH:32][C:33]2[CH2:37][O:36][B:35]([OH:38])[C:34]=2[CH:39]=1.ClC1C=C(C2(C(F)(F)F)ON=C(C3C=CC(C(NC4C=CC5COB(O)C=5C=4)=O)=C(C)C=3)C2)C=C(Cl)C=1. (3) Given the product [CH:1]1([CH2:6][CH:7]([N:11]2[C:16](=[O:17])[CH:15]=[C:14]([O:18][C:19]3[CH:24]=[CH:23][CH:22]=[CH:21][C:20]=3[N:25]3[CH2:29][CH2:28][CH2:27][CH2:26]3)[CH:13]=[N:12]2)[C:8]([NH:30][C:31]2[CH:35]=[CH:34][N:33]([CH2:36][C:37]([OH:39])([CH3:38])[CH3:40])[N:32]=2)=[O:9])[CH2:2][CH2:3][CH2:4][CH2:5]1, predict the reactants needed to synthesize it. The reactants are: [CH:1]1([CH2:6][CH:7]([N:11]2[C:16](=[O:17])[CH:15]=[C:14]([O:18][C:19]3[CH:24]=[CH:23][CH:22]=[CH:21][C:20]=3[N:25]3[CH2:29][CH2:28][CH2:27][CH2:26]3)[CH:13]=[N:12]2)[C:8](O)=[O:9])[CH2:5][CH2:4][CH2:3][CH2:2]1.[NH2:30][C:31]1[CH:35]=[CH:34][N:33]([CH2:36][C:37]([CH3:40])([OH:39])[CH3:38])[N:32]=1. (4) Given the product [NH2:16][C:4]1[CH:3]=[C:2]([F:1])[CH:7]=[CH:6][C:5]=1[NH:8][C:9](=[O:15])[O:10][C:11]([CH3:13])([CH3:12])[CH3:14], predict the reactants needed to synthesize it. The reactants are: [F:1][C:2]1[CH:7]=[CH:6][C:5]([NH:8][C:9](=[O:15])[O:10][C:11]([CH3:14])([CH3:13])[CH3:12])=[C:4]([N+:16]([O-])=O)[CH:3]=1.S(S([O-])=O)([O-])=O.[Na+].[Na+].C(=O)(O)[O-].[Na+].[Cl-].[Na+]. (5) Given the product [NH2:1][C:4]1[CH:5]=[C:6]([CH:19]=[CH:20][CH:21]=1)[C:7]([NH:9][C:10]1[CH:18]=[CH:17][CH:16]=[CH:15][C:11]=1[C:12]([OH:14])=[O:13])=[O:8], predict the reactants needed to synthesize it. The reactants are: [N+:1]([C:4]1[CH:5]=[C:6]([CH:19]=[CH:20][CH:21]=1)[C:7]([NH:9][C:10]1[CH:18]=[CH:17][CH:16]=[CH:15][C:11]=1[C:12]([OH:14])=[O:13])=[O:8])([O-])=O. (6) Given the product [OH:16][CH:15]([C:17]1[CH:22]=[CH:21][CH:20]=[CH:19][CH:18]=1)[C:10]1[CH:11]=[N:12][CH:13]=[CH:14][C:9]=1[C:1]([C:2]1[CH:3]=[CH:4][CH:5]=[CH:6][CH:7]=1)=[O:8], predict the reactants needed to synthesize it. The reactants are: [C:1]([C:9]1[CH:14]=[CH:13][N:12]=[CH:11][C:10]=1[CH:15]=[O:16])(=[O:8])[C:2]1[CH:7]=[CH:6][CH:5]=[CH:4][CH:3]=1.[C:17]1([Mg]Br)[CH:22]=[CH:21][CH:20]=[CH:19][CH:18]=1. (7) Given the product [Br:32][C:33]1[CH:34]=[C:35]([C:25]([NH:24][CH:21]2[CH2:20][CH2:19][N:18]([C:13]3[CH:12]=[C:11]([CH:16]=[C:15]([Cl:17])[N:14]=3)[C:9]([NH2:8])=[O:10])[CH2:23][CH2:22]2)=[O:31])[NH:36][C:37]=1[CH3:38], predict the reactants needed to synthesize it. The reactants are: Cl.O1CCOCC1.[NH2:8][C:9]([C:11]1[CH:16]=[C:15]([Cl:17])[N:14]=[C:13]([N:18]2[CH2:23][CH2:22][CH:21]([NH:24][C:25](=[O:31])OC(C)(C)C)[CH2:20][CH2:19]2)[CH:12]=1)=[O:10].[Br:32][C:33]1[CH:34]=[C:35](C(OC2C(F)=C(F)C(F)=C(F)C=2F)=O)[NH:36][C:37]=1[CH3:38].C(N(CC)C(C)C)(C)C.Cl.NC1CCN(C2C=C(C=C(Cl)N=2)C(N)=O)CC1.